This data is from Forward reaction prediction with 1.9M reactions from USPTO patents (1976-2016). The task is: Predict the product of the given reaction. (1) Given the reactants [CH2:1]([O:8][C:9]([NH:11][CH:12]([N:16]1C2C=CC=CC=2N=N1)[C:13](O)=[O:14])=[O:10])[C:2]1[CH:7]=[CH:6][CH:5]=[CH:4][CH:3]=1.C(Cl)(=O)C(Cl)=O.[C:31]([C:34]1[CH:40]=[CH:39][CH:38]=[C:37]([CH3:41])[C:35]=1[NH2:36])(=O)[CH3:32].CN1CCOCC1.N, predict the reaction product. The product is: [CH2:1]([O:8][C:9]([NH:11][CH:12]1[N:16]=[C:31]([CH3:32])[C:34]2[CH:40]=[CH:39][CH:38]=[C:37]([CH3:41])[C:35]=2[NH:36][C:13]1=[O:14])=[O:10])[C:2]1[CH:3]=[CH:4][CH:5]=[CH:6][CH:7]=1. (2) Given the reactants [Br:1][C:2]1[CH:7]=[C:6]([N+:8]([O-:10])=[O:9])[CH:5]=[CH:4][C:3]=1[CH:11]([OH:14])[CH2:12]Cl.[NH2:15][CH2:16][CH2:17][OH:18], predict the reaction product. The product is: [Br:1][C:2]1[CH:7]=[C:6]([N+:8]([O-:10])=[O:9])[CH:5]=[CH:4][C:3]=1[CH:11]([OH:14])[CH2:12][NH:15][CH2:16][CH2:17][OH:18]. (3) Given the reactants CC1C=C2N=C3C(=NC(NC3=O)=O)N(C[C@H](O)[C@H](O)[C@H](O)CO)C2=CC=1C.[F:28][C:29]1[CH:34]=[CH:33][C:32]([N:35]2[C:39](=[O:40])[N:38]([CH3:41])[N:37]=[N:36]2)=[CH:31][C:30]=1[N+:42]([O-])=O.CCO, predict the reaction product. The product is: [NH2:42][C:30]1[CH:31]=[C:32]([N:35]2[C:39](=[O:40])[N:38]([CH3:41])[N:37]=[N:36]2)[CH:33]=[CH:34][C:29]=1[F:28]. (4) Given the reactants [Cl:1][C:2]1[CH:7]=[C:6]([Cl:8])[CH:5]=[CH:4][C:3]=1[C@H:9]1[C:14]([C:15]([O:17][CH2:18][CH3:19])=[O:16])=[C:13]([CH2:20]Br)[NH:12][C:11]([C:22]2[S:23][CH:24]=[CH:25][N:26]=2)=[N:10]1.[NH:27]1[CH2:32][CH2:31][O:30][CH2:29][CH2:28]1, predict the reaction product. The product is: [Cl:1][C:2]1[CH:7]=[C:6]([Cl:8])[CH:5]=[CH:4][C:3]=1[C@H:9]1[C:14]([C:15]([O:17][CH2:18][CH3:19])=[O:16])=[C:13]([CH2:20][N:27]2[CH2:32][CH2:31][O:30][CH2:29][CH2:28]2)[NH:12][C:11]([C:22]2[S:23][CH:24]=[CH:25][N:26]=2)=[N:10]1. (5) Given the reactants [C:1]1([CH:7]2[CH2:12][NH:11][CH2:10][CH2:9][NH:8]2)[CH:6]=[CH:5][CH:4]=[CH:3][CH:2]=1.O=C1CCC(=O)N1[O:20][C:21](=O)[O:22][CH2:23][C:24]1[CH:29]=[CH:28][CH:27]=[CH:26][CH:25]=1, predict the reaction product. The product is: [CH2:23]([O:22][C:21]([N:11]1[CH2:10][CH2:9][NH:8][CH:7]([C:1]2[CH:2]=[CH:3][CH:4]=[CH:5][CH:6]=2)[CH2:12]1)=[O:20])[C:24]1[CH:29]=[CH:28][CH:27]=[CH:26][CH:25]=1. (6) Given the reactants C(OC(=O)[N:7]([CH2:13][C:14]1[CH:19]=[CH:18][C:17]([C:20]2[CH:25]=[CH:24][CH:23]=[C:22]([C:26](=[O:28])[NH2:27])[CH:21]=2)=[C:16]([F:29])[CH:15]=1)[CH2:8][CH2:9][CH:10]([CH3:12])[CH3:11])(C)(C)C.[ClH:31], predict the reaction product. The product is: [Cl-:31].[C:26]([C:22]1[CH:21]=[C:20]([C:17]2[CH:18]=[CH:19][C:14]([CH2:13][NH2+:7][CH2:8][CH2:9][CH:10]([CH3:11])[CH3:12])=[CH:15][C:16]=2[F:29])[CH:25]=[CH:24][CH:23]=1)(=[O:28])[NH2:27]. (7) The product is: [C:24]([C:25]1[CH:26]=[N:27][N:28]([C:30]([O:32][C:33]([CH3:36])([CH3:35])[CH3:34])=[O:31])[CH:29]=1)#[CH:23]. Given the reactants CCCC[N+](CCCC)(CCCC)CCCC.[F-].C[Si]([C:23]#[C:24][C:25]1[CH:26]=[N:27][N:28]([C:30]([O:32][C:33]([CH3:36])([CH3:35])[CH3:34])=[O:31])[CH:29]=1)(C)C, predict the reaction product.